From a dataset of Full USPTO retrosynthesis dataset with 1.9M reactions from patents (1976-2016). Predict the reactants needed to synthesize the given product. (1) Given the product [CH3:15][NH:14][C:12](=[O:13])[CH2:11][C:9]1[NH:8][C:4]2=[N:5][CH:6]=[CH:7][C:2]([C:24]3[CH:23]=[CH:22][C:21]([NH:20][S:17]([CH3:16])(=[O:18])=[O:19])=[CH:26][CH:25]=3)=[C:3]2[CH:10]=1, predict the reactants needed to synthesize it. The reactants are: Br[C:2]1[CH:7]=[CH:6][N:5]=[C:4]2[NH:8][C:9]([CH2:11][C:12]([NH:14][CH3:15])=[O:13])=[CH:10][C:3]=12.[CH3:16][S:17]([NH:20][C:21]1[CH:26]=[CH:25][C:24](B(O)O)=[CH:23][CH:22]=1)(=[O:19])=[O:18].C(=O)([O-])[O-].[Na+].[Na+].O1CCOCC1.O. (2) Given the product [NH2:25][C:26]1[C:27]([C:36]([NH:39][CH:40]([CH2:45][CH2:46][CH2:47][CH2:48][CH3:49])[C:41]([O:43][CH3:44])=[O:42])=[O:38])=[CH:28][C:29]2[C:34]([CH:35]=1)=[CH:33][CH:32]=[CH:31][CH:30]=2, predict the reactants needed to synthesize it. The reactants are: CN(C(ON1N=NC2C=CC=NC1=2)=[N+](C)C)C.F[P-](F)(F)(F)(F)F.[NH2:25][C:26]1[C:27]([C:36]([OH:38])=O)=[CH:28][C:29]2[C:34]([CH:35]=1)=[CH:33][CH:32]=[CH:31][CH:30]=2.[NH2:39][CH:40]([CH2:45][CH2:46][CH2:47][CH2:48][CH3:49])[C:41]([O:43][CH3:44])=[O:42].C(N(C(C)C)CC)(C)C. (3) Given the product [F:17][C:18]1[CH:19]=[C:20]([CH:21]=[CH:22][CH:23]=1)[O:24][CH2:2][C:3]1[CH:10]=[CH:9][C:6]([C:7]#[N:8])=[CH:5][CH:4]=1, predict the reactants needed to synthesize it. The reactants are: Br[CH2:2][C:3]1[CH:10]=[CH:9][C:6]([C:7]#[N:8])=[CH:5][CH:4]=1.C([O-])([O-])=O.[K+].[K+].[F:17][C:18]1[CH:19]=[C:20]([OH:24])[CH:21]=[CH:22][CH:23]=1. (4) Given the product [F:36][C:23]1[C:24]([C:26]2[C:34]3[O:33][CH:32]=[CH:31][C:30]=3[C:29]([F:35])=[CH:28][CH:27]=2)=[CH:25][C:20]([NH:19][C:11]2[CH:10]=[C:9]([CH2:8][S:6]([CH3:7])(=[NH:5])=[O:39])[CH:14]=[C:13]([C:15]([F:18])([F:17])[F:16])[N:12]=2)=[N:21][CH:22]=1.[F:38][C:2]([F:1])([F:37])[C:3]([N:5]=[S:6]([CH2:8][C:9]1[CH:14]=[C:13]([C:15]([F:18])([F:17])[F:16])[N:12]=[C:11]([NH:19][C:20]2[CH:25]=[C:24]([C:26]3[C:34]4[O:33][CH:32]=[CH:31][C:30]=4[C:29]([F:35])=[CH:28][CH:27]=3)[C:23]([F:36])=[CH:22][N:21]=2)[CH:10]=1)([CH3:7])=[O:39])=[O:4], predict the reactants needed to synthesize it. The reactants are: [F:1][C:2]([F:38])([F:37])[C:3]([N:5]=[S:6]([CH2:8][C:9]1[CH:14]=[C:13]([C:15]([F:18])([F:17])[F:16])[N:12]=[C:11]([NH:19][C:20]2[CH:25]=[C:24]([C:26]3[C:34]4[O:33][CH:32]=[CH:31][C:30]=4[C:29]([F:35])=[CH:28][CH:27]=3)[C:23]([F:36])=[CH:22][N:21]=2)[CH:10]=1)[CH3:7])=[O:4].[OH:39]OS([O-])=O.[K+].[OH-].[K+]. (5) Given the product [CH2:21]([O:20][C:18](=[O:19])[CH2:17][CH2:16][C:4]1[C:3]2[C:7](=[CH:8][CH:9]=[CH:10][C:2]=2[CH3:23])[NH:6][C:5]=1[C:11]([O:13][CH2:14][CH3:15])=[O:12])[CH3:22], predict the reactants needed to synthesize it. The reactants are: Br[C:2]1[CH:10]=[CH:9][CH:8]=[C:7]2[C:3]=1[C:4]([CH2:16][CH2:17][C:18]([O:20][CH2:21][CH3:22])=[O:19])=[C:5]([C:11]([O:13][CH2:14][CH3:15])=[O:12])[NH:6]2.[CH3:23]B(O)O.C(=O)([O-])[O-].[K+].[K+]. (6) Given the product [C:20]([OH:51])(=[O:21])[CH3:23].[NH:1]1[C:9]2[C:4](=[CH:5][CH:6]=[CH:7][CH:8]=2)[C:3]([NH:10][C:11]2[CH:12]=[CH:13][C:14]([C:27]3[C:35]4[C:30](=[N:31][CH:32]=[N:33][C:34]=4[NH2:36])[N:29]([C@H:37]4[CH2:38][CH2:39][C@H:40]([N:43]5[CH2:44][CH2:45][N:46]([CH3:49])[CH2:47][CH2:48]5)[CH2:41][CH2:42]4)[N:28]=3)=[CH:15][CH:16]=2)=[N:2]1, predict the reactants needed to synthesize it. The reactants are: [NH:1]1[C:9]2[C:4](=[CH:5][CH:6]=[CH:7][CH:8]=2)[C:3]([NH:10][C:11]2[CH:16]=[CH:15][C:14](B3[O:21][C:20]([CH3:23])(C)C(C)(C)O3)=[CH:13][CH:12]=2)=[N:2]1.I[C:27]1[C:35]2[C:30](=[N:31][CH:32]=[N:33][C:34]=2[NH2:36])[N:29]([C@H:37]2[CH2:42][CH2:41][C@H:40]([N:43]3[CH2:48][CH2:47][N:46]([CH3:49])[CH2:45][CH2:44]3)[CH2:39][CH2:38]2)[N:28]=1.C(=O)([O-])[O-:51].[Na+].[Na+]. (7) Given the product [CH2:2]([O:9][C:10]1[CH:19]=[CH:18][CH:17]=[C:16]2[C:11]=1[CH2:12][CH2:13][CH2:14][CH:15]2[C:20]([N:22]([C:29]1[CH:30]=[N:31][C:32]([CH:35]([CH3:37])[CH3:36])=[CH:33][CH:34]=1)[CH2:23][C:24]1[CH:25]=[N:26][N:27]([CH2:39][C:40]2[CH:41]=[CH:42][C:43]([O:46][CH3:47])=[CH:44][N:45]=2)[CH:28]=1)=[O:21])[C:3]1[CH:8]=[CH:7][CH:6]=[CH:5][CH:4]=1, predict the reactants needed to synthesize it. The reactants are: Cl.[CH2:2]([O:9][C:10]1[CH:19]=[CH:18][CH:17]=[C:16]2[C:11]=1[CH2:12][CH2:13][CH2:14][CH:15]2[C:20]([N:22]([C:29]1[CH:30]=[N:31][C:32]([CH:35]([CH3:37])[CH3:36])=[CH:33][CH:34]=1)[CH2:23][C:24]1[CH:25]=[N:26][NH:27][CH:28]=1)=[O:21])[C:3]1[CH:8]=[CH:7][CH:6]=[CH:5][CH:4]=1.Cl[CH2:39][C:40]1[N:45]=[CH:44][C:43]([O:46][CH3:47])=[CH:42][CH:41]=1.